The task is: Predict the product of the given reaction.. This data is from Forward reaction prediction with 1.9M reactions from USPTO patents (1976-2016). (1) Given the reactants [Cl:1]CCOC(Cl)=O.[CH:8]1[C:20]2[CH:19]([CH2:21][O:22][C:23]([N:25]3[CH2:30][CH2:29][N:28]([CH:31]4[CH2:36][CH2:35][N:34](CC5C=CC=CC=5)[CH2:33][CH2:32]4)[CH2:27][CH2:26]3)=[O:24])[C:18]3[C:13](=[CH:14][CH:15]=[CH:16][CH:17]=3)[C:12]=2[CH:11]=[CH:10][CH:9]=1, predict the reaction product. The product is: [ClH:1].[CH:17]1[C:18]2[CH:19]([CH2:21][O:22][C:23]([N:25]3[CH2:30][CH2:29][N:28]([CH:31]4[CH2:36][CH2:35][NH:34][CH2:33][CH2:32]4)[CH2:27][CH2:26]3)=[O:24])[C:20]3[C:12](=[CH:11][CH:10]=[CH:9][CH:8]=3)[C:13]=2[CH:14]=[CH:15][CH:16]=1. (2) Given the reactants Cl.[CH3:2][C:3]1[C:11]([C:12](=[S:14])[NH2:13])=[C:6]2[CH:7]=[CH:8][CH:9]=[CH:10][N:5]2[N:4]=1.Cl[CH:16]([C:21](=O)[C:22]([CH3:25])([CH3:24])[CH3:23])[C:17]([O:19][CH3:20])=[O:18], predict the reaction product. The product is: [C:22]([C:21]1[N:13]=[C:12]([C:11]2[C:3]([CH3:2])=[N:4][N:5]3[CH:10]=[CH:9][CH:8]=[CH:7][C:6]=23)[S:14][C:16]=1[C:17]([O:19][CH3:20])=[O:18])([CH3:25])([CH3:24])[CH3:23]. (3) Given the reactants [CH3:1][C:2]1[C:7]([CH:8]([CH2:13][CH2:14][CH3:15])[C:9]([O:11]C)=[O:10])=[C:6]([C:16]2[CH:21]=[CH:20][C:19]([CH3:22])=[CH:18][CH:17]=2)[N:5]=[C:4]([N:23]2[CH2:27][CH2:26][CH2:25][CH2:24]2)[N:3]=1.[OH-].[Na+], predict the reaction product. The product is: [CH3:1][C:2]1[C:7]([CH:8]([CH2:13][CH2:14][CH3:15])[C:9]([OH:11])=[O:10])=[C:6]([C:16]2[CH:17]=[CH:18][C:19]([CH3:22])=[CH:20][CH:21]=2)[N:5]=[C:4]([N:23]2[CH2:24][CH2:25][CH2:26][CH2:27]2)[N:3]=1. (4) Given the reactants [F:1][C:2]([F:16])([F:15])[S:3]([O:6][C:7]1[CH:12]=[CH:11][C:10]([CH2:13]O)=[CH:9][N:8]=1)(=[O:5])=[O:4].S(Cl)([Cl:19])=O, predict the reaction product. The product is: [F:1][C:2]([F:16])([F:15])[S:3]([O:6][C:7]1[CH:12]=[CH:11][C:10]([CH2:13][Cl:19])=[CH:9][N:8]=1)(=[O:5])=[O:4]. (5) Given the reactants Br[C:2]1[S:3][C:4]2[C:9]([NH:10][C:11]([CH3:15])([CH3:14])[CH2:12][OH:13])=[N:8][C:7]([S:16][CH2:17][C:18]3[CH:23]=[CH:22][CH:21]=[CH:20][CH:19]=3)=[N:6][C:5]=2[N:24]=1.[OH-:25].[K+].Cl.[CH3:28]O, predict the reaction product. The product is: [CH3:28][O:25][C:2]1[S:3][C:4]2[C:9]([NH:10][C:11]([CH3:15])([CH3:14])[CH2:12][OH:13])=[N:8][C:7]([S:16][CH2:17][C:18]3[CH:23]=[CH:22][CH:21]=[CH:20][CH:19]=3)=[N:6][C:5]=2[N:24]=1. (6) Given the reactants [N:1]1[C:10]2[CH:9]([NH2:11])[CH2:8][CH2:7][CH2:6][C:5]=2[CH:4]=[CH:3][CH:2]=1.[O:12]=[C:13]1[C:21]2[C:16](=[CH:17][CH:18]=[CH:19][CH:20]=2)[C:15](=[O:22])[N:14]1[CH2:23][CH2:24][CH2:25][CH:26]=O.[BH-](OC(C)=O)(OC(C)=O)OC(C)=O.[Na+], predict the reaction product. The product is: [N:1]1[C:10]2[CH:9]([NH:11][CH2:26][CH2:25][CH2:24][CH2:23][N:14]3[C:15](=[O:22])[C:16]4[C:21](=[CH:20][CH:19]=[CH:18][CH:17]=4)[C:13]3=[O:12])[CH2:8][CH2:7][CH2:6][C:5]=2[CH:4]=[CH:3][CH:2]=1. (7) Given the reactants C(O)(=O)C.O=[C:6]1[CH2:11][CH2:10][C:9]([C:12]2[CH:13]=[CH:14][C:15]3[O:20][CH2:19][C:18](=[O:21])[NH:17][C:16]=3[CH:22]=2)=[CH:8][CH2:7]1.[CH3:23][C:24]1[CH:33]=[CH:32][C:31]2[C:26](=[CH:27][CH:28]=[CH:29][C:30]=2[N:34]2[CH2:39][CH2:38][NH:37][CH2:36][CH2:35]2)[N:25]=1.C(O[BH-](OC(=O)C)OC(=O)C)(=O)C.[Na+].[Cl:54]CCCl, predict the reaction product. The product is: [ClH:54].[CH3:23][C:24]1[CH:33]=[CH:32][C:31]2[C:26](=[CH:27][CH:28]=[CH:29][C:30]=2[N:34]2[CH2:39][CH2:38][N:37]([CH:6]3[CH2:11][CH2:10][C:9]([C:12]4[CH:13]=[CH:14][C:15]5[O:20][CH2:19][C:18](=[O:21])[NH:17][C:16]=5[CH:22]=4)=[CH:8][CH2:7]3)[CH2:36][CH2:35]2)[N:25]=1. (8) Given the reactants [CH3:1][O:2][C:3]1[N:8]=[C:7]2[C:9]([C:13]3[N:28](S(C4C=CC(C)=CC=4)(=O)=O)[C:16]4=[N:17][CH:18]=[CH:19][C:20]([CH2:21][S:22][C:23]5[S:24][CH:25]=[CH:26][CH:27]=5)=[C:15]4[CH:14]=3)=[CH:10][N:11]([CH3:12])[C:6]2=[CH:5][C:4]=1[O:39][CH3:40].[OH-].[K+], predict the reaction product. The product is: [CH3:1][O:2][C:3]1[N:8]=[C:7]2[C:9]([C:13]3[NH:28][C:16]4=[N:17][CH:18]=[CH:19][C:20]([CH2:21][S:22][C:23]5[S:24][CH:25]=[CH:26][CH:27]=5)=[C:15]4[CH:14]=3)=[CH:10][N:11]([CH3:12])[C:6]2=[CH:5][C:4]=1[O:39][CH3:40]. (9) Given the reactants [OH-].[Na+].[CH2:3]1[C:11]2[C:6](=[CH:7][CH:8]=[CH:9][CH:10]=2)[C@H:5]([NH2:12])[C@H:4]1[OH:13].[C:14](O[C:14]([O:16][C:17]([CH3:20])([CH3:19])[CH3:18])=[O:15])([O:16][C:17]([CH3:20])([CH3:19])[CH3:18])=[O:15], predict the reaction product. The product is: [C:17]([O:16][C:14](=[O:15])[NH:12][C@H:5]1[C:6]2[C:11](=[CH:10][CH:9]=[CH:8][CH:7]=2)[CH2:3][C@@H:4]1[OH:13])([CH3:20])([CH3:19])[CH3:18]. (10) Given the reactants [CH3:1][CH2:2][CH2:3][CH:4]1[O:24][C@:23]2([C:25]([CH2:27][OH:28])=[O:26])[C@@H:6]([CH2:7][C@@H:8]3[C@:22]2([CH3:29])[CH2:21][C@H:20]([OH:30])[C@H:19]2[C@H:9]3[CH2:10][CH2:11][C:12]3[C@:18]2([CH3:31])[CH:17]=[CH:16][C:14](=[O:15])[CH:13]=3)[O:5]1.[CH3:32][N:33]([CH2:35][CH2:36]/[CH:37]=[C:38]1/[C:39]2[CH:40]=[CH:41][CH:42]=[CH:43][C:44]=2[CH2:45][O:46][C:47]2[CH:52]=[CH:51][C:50]([CH2:53][C:54]([OH:56])=[O:55])=[CH:49][C:48]/1=2)[CH3:34].Cl.C[C@H]1O[C@@H]2O[C@H]3[C@H](O)[C@@H](O)[C@@H](O[C@H]4[C@H](O)[C@@H](O)[C@@H](O[C@H]5[C@H](O)[C@@H](O)[C@@H](O[C@H]6[C@H](O)[C@@H](O)[C@@H](O[C@H]7[C@H](O)[C@@H](O)[C@@H](O[C@H]8[C@H](O)[C@@H](O)[C@@H](O[C@H]1[C@H](O)[C@H]2O)O[C@@H]8COCCCCS([O-])(=O)=O)O[C@@H]7CO)O[C@@H]6CO)O[C@@H]5CO)O[C@@H]4CO)O[C@@H]3CO.[Na+], predict the reaction product. The product is: [CH3:1][CH2:2][CH2:3][CH:4]1[O:24][C@:23]2([C:25]([CH2:27][OH:28])=[O:26])[C@@H:6]([CH2:7][C@@H:8]3[C@:22]2([CH3:29])[CH2:21][C@H:20]([OH:30])[C@H:19]2[C@H:9]3[CH2:10][CH2:11][C:12]3[C@:18]2([CH3:31])[CH:17]=[CH:16][C:14](=[O:15])[CH:13]=3)[O:5]1.[CH3:32][N:33]([CH2:35][CH2:36]/[CH:37]=[C:38]1/[C:39]2[CH:40]=[CH:41][CH:42]=[CH:43][C:44]=2[CH2:45][O:46][C:47]2[CH:52]=[CH:51][C:50]([CH2:53][C:54]([OH:56])=[O:55])=[CH:49][C:48]/1=2)[CH3:34].